Predict which catalyst facilitates the given reaction. From a dataset of Catalyst prediction with 721,799 reactions and 888 catalyst types from USPTO. (1) Reactant: [CH3:1][N:2](C1C2(CCCC2)CNC1)[C:3]1[CH:8]=[CH:7][N:6]=[C:5]([NH:9][C:10]2[CH:11]=[N:12][N:13]([CH3:15])[CH:14]=2)[N:4]=1.[C:25]([OH:29])(=O)[CH:26]=[CH2:27].CN(C(ON1N=N[C:40]2[CH:41]=[CH:42][CH:43]=N[C:39]1=2)=[N+](C)C)C.F[P-](F)(F)(F)(F)F.CC[N:56]([CH2:59][CH3:60])[CH2:57][CH3:58]. Product: [CH3:1][N:2]([C:3]1[CH:8]=[CH:7][N:6]=[C:5]([NH:9][C:10]2[CH:11]=[N:12][N:13]([CH3:15])[CH:14]=2)[N:4]=1)[CH:41]1[CH2:42][CH2:43][C:58]2([CH2:57][N:56]([C:25](=[O:29])[CH:26]=[CH2:27])[CH2:59][CH2:60]2)[CH2:39][CH2:40]1. The catalyst class is: 2. (2) Reactant: C([O:3][C:4](=[O:19])[CH:5]([C:8]1[C:13]([F:14])=[CH:12][C:11]([O:15][CH2:16][CH3:17])=[CH:10][C:9]=1[F:18])[O:6][CH3:7])C.[Li+].[OH-].Cl. Product: [CH2:16]([O:15][C:11]1[CH:10]=[C:9]([F:18])[C:8]([CH:5]([O:6][CH3:7])[C:4]([OH:19])=[O:3])=[C:13]([F:14])[CH:12]=1)[CH3:17]. The catalyst class is: 36.